Predict the reactants needed to synthesize the given product. From a dataset of Full USPTO retrosynthesis dataset with 1.9M reactions from patents (1976-2016). Given the product [F:17][C:18]1[CH:25]=[C:24]([C:26]([F:29])([F:28])[F:27])[CH:23]=[CH:22][C:19]=1/[CH:20]=[CH:13]/[C:14]([OH:16])=[O:15], predict the reactants needed to synthesize it. The reactants are: CS(OC1C=CC(/C=[CH:13]/[C:14]([OH:16])=[O:15])=CC=1)(=O)=O.[F:17][C:18]1[CH:25]=[C:24]([C:26]([F:29])([F:28])[F:27])[CH:23]=[CH:22][C:19]=1[CH:20]=O.C(C1C=CC(OS(C)(=O)=O)=CC=1)=O.